From a dataset of Tyrosyl-DNA phosphodiesterase HTS with 341,365 compounds. Binary Classification. Given a drug SMILES string, predict its activity (active/inactive) in a high-throughput screening assay against a specified biological target. (1) The compound is FC(F)(F)c1cc(c2nc(on2)CN2CCCN(CC2)C)ccc1. The result is 0 (inactive). (2) The compound is O(c1cc2c(C(N(CC2)C)Cc2ccc(O)cc2)cc1O)C. The result is 0 (inactive). (3) The molecule is O=C1C2C(C3C(C4C(C(CC4)C(C4=NCC(CC4)C)C)(CC3)C)C1)(CCC(O)C2)C. The result is 0 (inactive). (4) The drug is O=C1C=2C(NC(=O)NC2CCC1)c1c([N+]([O-])=O)cccc1. The result is 0 (inactive). (5) The compound is O=C(NC1CCCCC1)C(N(Cc1occc1)C(=O)CNC(=O)c1occc1)c1cccnc1. The result is 0 (inactive).